From a dataset of Forward reaction prediction with 1.9M reactions from USPTO patents (1976-2016). Predict the product of the given reaction. (1) Given the reactants C(N(CC)CC)C.[CH3:8][C:9]1[CH:14]=[C:13]([CH3:15])[CH:12]=[C:11]([CH3:16])[C:10]=1[CH:17]1[C:22](=[O:23])[CH2:21][CH:20]([CH:24]2[CH2:28][CH2:27][O:26][CH2:25]2)[CH2:19][C:18]1=[O:29].[C:30](Cl)(=[O:32])[CH3:31], predict the reaction product. The product is: [C:30]([O:23][C:22]1[CH2:21][CH:20]([CH:24]2[CH2:28][CH2:27][O:26][CH2:25]2)[CH2:19][C:18](=[O:29])[C:17]=1[C:10]1[C:11]([CH3:16])=[CH:12][C:13]([CH3:15])=[CH:14][C:9]=1[CH3:8])(=[O:32])[CH3:31]. (2) The product is: [S:35]([OH:39])([OH:38])(=[O:37])=[O:36].[CH3:1][C:2]1([CH3:34])[CH2:7][CH2:6][C:5]([C:8]2[C:13]([NH:14][C:15]([C:17]3[NH:18][CH:19]=[C:20]([C:22]#[N:23])[N:21]=3)=[O:16])=[CH:12][CH:11]=[C:10]([CH:24]3[CH2:25][C:26]([CH3:33])([CH3:32])[O:27][C:28]([CH3:31])([CH3:30])[CH2:29]3)[N:9]=2)=[CH:4][CH2:3]1. Given the reactants [CH3:1][C:2]1([CH3:34])[CH2:7][CH2:6][C:5]([C:8]2[C:13]([NH:14][C:15]([C:17]3[NH:18][CH:19]=[C:20]([C:22]#[N:23])[N:21]=3)=[O:16])=[CH:12][CH:11]=[C:10]([CH:24]3[CH2:29][C:28]([CH3:31])([CH3:30])[O:27][C:26]([CH3:33])([CH3:32])[CH2:25]3)[N:9]=2)=[CH:4][CH2:3]1.[S:35](=[O:39])(=[O:38])([OH:37])[OH:36], predict the reaction product. (3) Given the reactants COC(=O)C[O:5][C:6]1[CH:11]=[C:10](OC)[C:9]([S:14][C:15]#[N:16])=[CH:8][C:7]=1[CH3:17].[CH3:19]OC(=O)COC1C=C(C)C(S)=CC=1C, predict the reaction product. The product is: [CH3:17][C:7]1[CH:8]=[C:9]([S:14][C:15]#[N:16])[C:10]([CH3:19])=[CH:11][C:6]=1[OH:5]. (4) The product is: [Br:1][C:2]1[CH:3]=[C:4]([C:7]2[O:8][C:12]3[CH:13]=[CH:14][CH:15]=[CH:16][C:11]=3[N:10]=2)[O:5][CH:6]=1. Given the reactants [Br:1][C:2]1[CH:3]=[C:4]([C:7](Cl)=[O:8])[O:5][CH:6]=1.[NH2:10][C:11]1[CH:16]=[CH:15][CH:14]=[CH:13][C:12]=1O.[OH-].[Na+], predict the reaction product. (5) The product is: [CH:1]1([C:7]2[C:8]3[CH:9]=[CH:10][C:11]([C:35]([OH:37])=[O:36])=[CH:12][C:13]=3[N:14]3[CH2:21][CH2:20][N:19]([C:22](=[O:29])[CH2:23][N:24]4[CH:28]=[CH:27][N:26]=[CH:25]4)[CH2:18][C:17]4[CH:30]=[C:31]([F:34])[CH:32]=[CH:33][C:16]=4[C:15]=23)[CH2:6][CH2:5][CH2:4][CH2:3][CH2:2]1. Given the reactants [CH:1]1([C:7]2[C:8]3[CH:9]=[CH:10][C:11]([C:35]([O:37]C)=[O:36])=[CH:12][C:13]=3[N:14]3[CH2:21][CH2:20][N:19]([C:22](=[O:29])[CH2:23][N:24]4[CH:28]=[CH:27][N:26]=[CH:25]4)[CH2:18][C:17]4[CH:30]=[C:31]([F:34])[CH:32]=[CH:33][C:16]=4[C:15]=23)[CH2:6][CH2:5][CH2:4][CH2:3][CH2:2]1.[OH-].[K+], predict the reaction product. (6) Given the reactants [CH:1]1([C:4]2[C:5]([N:24]([C:29]3[CH:34]=[CH:33][C:32]([B:35]4[O:39]C(C)(C)C(C)(C)[O:36]4)=[C:31]([F:44])[CH:30]=3)[S:25]([CH3:28])(=[O:27])=[O:26])=[CH:6][C:7]3[O:11][C:10]([C:12]4[CH:17]=[CH:16][C:15]([F:18])=[CH:14][CH:13]=4)=[C:9]([C:19]([NH:21][CH3:22])=[O:20])[C:8]=3[CH:23]=2)[CH2:3][CH2:2]1.Cl.C1(B(O)O)C=CC=CC=1, predict the reaction product. The product is: [CH:1]1([C:4]2[C:5]([N:24]([C:29]3[CH:34]=[CH:33][C:32]([B:35]([OH:36])[OH:39])=[C:31]([F:44])[CH:30]=3)[S:25]([CH3:28])(=[O:26])=[O:27])=[CH:6][C:7]3[O:11][C:10]([C:12]4[CH:17]=[CH:16][C:15]([F:18])=[CH:14][CH:13]=4)=[C:9]([C:19](=[O:20])[NH:21][CH3:22])[C:8]=3[CH:23]=2)[CH2:3][CH2:2]1. (7) Given the reactants CC1C=C(C)C=C(C)C=1S([O-])(=O)=O.[NH2:14][N+:15]1[CH:20]=[CH:19][C:18]([CH3:21])=[CH:17][C:16]=1[O:22][CH2:23][C:24]1[C:29]([F:30])=[CH:28][CH:27]=[CH:26][C:25]=1[F:31].[C:32]([O:37][CH2:38][CH3:39])(=[O:36])[C:33]#[C:34][CH3:35].C(=O)([O-])[O-].[K+].[K+].O, predict the reaction product. The product is: [F:30][C:29]1[CH:28]=[CH:27][CH:26]=[C:25]([F:31])[C:24]=1[CH2:23][O:22][C:16]1[N:15]2[N:14]=[C:34]([CH3:35])[C:33]([C:32]([O:37][CH2:38][CH3:39])=[O:36])=[C:20]2[CH:19]=[C:18]([CH3:21])[CH:17]=1. (8) Given the reactants [Br:1][C:2]1[CH:7]=[CH:6][C:5]([C:8]([C:11]2[CH:12]=[CH:13][C:14]([NH2:17])=[N:15][CH:16]=2)=[CH:9][CH3:10])=[CH:4][CH:3]=1.[CH3:18][C:19]1[C:24]([C:25](O)=[O:26])=[CH:23][N:22]=[CH:21][CH:20]=1, predict the reaction product. The product is: [Br:1][C:2]1[CH:3]=[CH:4][C:5](/[C:8](/[C:11]2[CH:12]=[CH:13][C:14]([NH:17][C:25](=[O:26])[C:24]3[C:19]([CH3:18])=[CH:20][CH:21]=[N:22][CH:23]=3)=[N:15][CH:16]=2)=[CH:9]/[CH3:10])=[CH:6][CH:7]=1. (9) The product is: [F:27][C:21]1[CH:20]=[C:19]([C:14]2[N:13]=[C:12]([C:4]3[NH:3][CH2:2][C:11]4[C:6](=[CH:7][CH:8]=[CH:9][CH:10]=4)[N:5]=3)[CH:17]=[CH:16][C:15]=2[CH3:18])[CH:24]=[CH:23][C:22]=1[O:25][CH3:26]. Given the reactants Cl[C:2]1[C:11]2[C:6](=[CH:7][CH:8]=[CH:9][CH:10]=2)[N:5]=[C:4]([C:12]2[CH:17]=[CH:16][C:15]([CH3:18])=[C:14]([C:19]3[CH:24]=[CH:23][C:22]([O:25][CH3:26])=[C:21]([F:27])[CH:20]=3)[N:13]=2)[N:3]=1.C(N(CC)CC)C.[H][H], predict the reaction product.